Dataset: Peptide-MHC class I binding affinity with 185,985 pairs from IEDB/IMGT. Task: Regression. Given a peptide amino acid sequence and an MHC pseudo amino acid sequence, predict their binding affinity value. This is MHC class I binding data. (1) The peptide sequence is QLNAWGCAFR. The MHC is Mamu-B8301 with pseudo-sequence Mamu-B8301. The binding affinity (normalized) is 0.707. (2) The peptide sequence is VSANVKGNW. The MHC is HLA-B27:03 with pseudo-sequence HLA-B27:03. The binding affinity (normalized) is 0.0847. (3) The peptide sequence is TILGIGTVL. The MHC is HLA-A24:02 with pseudo-sequence HLA-A24:02. The binding affinity (normalized) is 0. (4) The peptide sequence is EYIDSAWEW. The MHC is HLA-A29:02 with pseudo-sequence HLA-A29:02. The binding affinity (normalized) is 0. (5) The peptide sequence is RFLAIPPTA. The MHC is HLA-A30:01 with pseudo-sequence HLA-A30:01. The binding affinity (normalized) is 0.552.